From a dataset of Forward reaction prediction with 1.9M reactions from USPTO patents (1976-2016). Predict the product of the given reaction. (1) Given the reactants [Cl:1][C:2]1[CH:3]=[N:4][C:5]([N:11]2[CH2:15][CH2:14][CH:13]([O:16][C:17]3[CH:22]=[CH:21][CH:20]=[C:19]([C:23]([F:26])([F:25])[F:24])[CH:18]=3)[CH2:12]2)=[C:6]([CH:10]=1)[C:7](O)=[O:8].Cl.[NH2:28][C@H:29]([C:31]1[CH:40]=[CH:39][C:34]([C:35]([O:37][CH3:38])=[O:36])=[CH:33][CH:32]=1)[CH3:30], predict the reaction product. The product is: [Cl:1][C:2]1[CH:3]=[N:4][C:5]([N:11]2[CH2:15][CH2:14][CH:13]([O:16][C:17]3[CH:22]=[CH:21][CH:20]=[C:19]([C:23]([F:24])([F:26])[F:25])[CH:18]=3)[CH2:12]2)=[C:6]([CH:10]=1)[C:7]([NH:28][C@H:29]([C:31]1[CH:40]=[CH:39][C:34]([C:35]([O:37][CH3:38])=[O:36])=[CH:33][CH:32]=1)[CH3:30])=[O:8]. (2) Given the reactants Cl[C:2]1[CH:7]=[C:6]([C:8]2[CH:13]=[CH:12][C:11]([O:14][C:15]([F:18])([F:17])[F:16])=[CH:10][CH:9]=2)[N:5]=[CH:4][N:3]=1.[CH3:19][N:20](C=O)C, predict the reaction product. The product is: [F:16][C:15]([F:18])([F:17])[O:14][C:11]1[CH:12]=[CH:13][C:8]([C:6]2[N:5]=[CH:4][N:3]=[C:2]([C:19]#[N:20])[CH:7]=2)=[CH:9][CH:10]=1. (3) Given the reactants Cl.Cl.[NH:3]1[CH2:8][CH2:7][CH2:6][CH:5]([NH:9][C:10]([NH:12][C:13]2[N:14]=[C:15]3[CH:21]=[CH:20][N:19]([CH2:22][O:23][CH2:24][CH2:25][Si:26]([CH3:29])([CH3:28])[CH3:27])[C:16]3=[N:17][CH:18]=2)=[O:11])[CH2:4]1.[F:30][C:31]([F:37])([F:36])[S:32](Cl)(=[O:34])=[O:33], predict the reaction product. The product is: [F:30][C:31]([F:37])([F:36])[S:32]([N:3]1[CH2:8][CH2:7][CH2:6][CH:5]([NH:9][C:10]([NH:12][C:13]2[N:14]=[C:15]3[CH:21]=[CH:20][N:19]([CH2:22][O:23][CH2:24][CH2:25][Si:26]([CH3:29])([CH3:28])[CH3:27])[C:16]3=[N:17][CH:18]=2)=[O:11])[CH2:4]1)(=[O:34])=[O:33]. (4) The product is: [F:26][C:25]1[C:20]([F:19])=[C:21]([O:27][CH2:28][CH2:29][N:30]([CH2:32][CH2:33][O:34][CH3:35])[CH3:31])[CH:22]=[CH:23][C:24]=1[CH:37]=[O:36]. Given the reactants C(NC(C)C)(C)C.C([Li])CCC.CCCCCC.[F:19][C:20]1[C:25]([F:26])=[CH:24][CH:23]=[CH:22][C:21]=1[O:27][CH2:28][CH2:29][N:30]([CH2:32][CH2:33][O:34][CH3:35])[CH3:31].[O:36]1CCC[CH2:37]1, predict the reaction product. (5) Given the reactants C[N:2](C)/[CH:3]=[CH:4]/[C:5]([C:7]1[C:12](=[O:13])[CH:11]=[CH:10][N:9]([C:14]2[CH:19]=[CH:18][CH:17]=[C:16]([C:20]([F:23])([F:22])[F:21])[CH:15]=2)[N:8]=1)=O.[CH3:25][C:26]1[CH:31]=[CH:30][C:29]([CH3:32])=[CH:28][C:27]=1[NH:33]N.Cl, predict the reaction product. The product is: [CH3:25][C:26]1[CH:31]=[CH:30][C:29]([CH3:32])=[CH:28][C:27]=1[N:33]1[C:5]([C:7]2[C:12](=[O:13])[CH:11]=[CH:10][N:9]([C:14]3[CH:19]=[CH:18][CH:17]=[C:16]([C:20]([F:23])([F:22])[F:21])[CH:15]=3)[N:8]=2)=[CH:4][CH:3]=[N:2]1.